From a dataset of Reaction yield outcomes from USPTO patents with 853,638 reactions. Predict the reaction yield, written as a fraction of the theoretical maximum amount of product (1.0 means a 100% yield; for example, 0.34 means a 34% yield). (1) The reactants are [CH2:1]([NH:8][C:9]1[CH:14]=[C:13]([NH:15][C:16]2[CH:21]=[CH:20][C:19]([NH:22][S:23]([CH2:26][CH2:27][CH2:28]Cl)(=[O:25])=[O:24])=[CH:18][CH:17]=2)[N:12]=[CH:11][C:10]=1[CH2:30][C:31]([NH2:33])=[O:32])[C:2]1[CH:7]=[CH:6][CH:5]=[CH:4][CH:3]=1.C(=O)([O-])[O-].[K+].[K+].O. The catalyst is C(#N)C.C(NCC)C. The product is [CH2:1]([NH:8][C:9]1[CH:14]=[C:13]([NH:15][C:16]2[CH:21]=[CH:20][C:19]([N:22]3[CH2:28][CH2:27][CH2:26][S:23]3(=[O:25])=[O:24])=[CH:18][CH:17]=2)[N:12]=[CH:11][C:10]=1[CH2:30][C:31]([NH2:33])=[O:32])[C:2]1[CH:7]=[CH:6][CH:5]=[CH:4][CH:3]=1. The yield is 1.00. (2) The reactants are [NH2:1][C:2]1[CH:6]=[C:5]([C:7]2[CH:8]=[N:9][NH:10][C:11]=2[CH3:12])[S:4][C:3]=1[C:13]([NH2:15])=[O:14].[F:16][C:17]1([F:24])[CH2:22][CH2:21][C:20](=O)[CH2:19][CH2:18]1.CC1(C)C2(CS(O)(=O)=O)C(CC1CC2)=O.[O-]S([O-])(=O)=O.[Mg+2].C([O-])(O)=O.[Na+]. The catalyst is CC(N(C)C)=O. The product is [F:16][C:17]1([F:24])[CH2:22][CH2:21][C:20]2([NH:1][C:2]3[CH:6]=[C:5]([C:7]4[CH:8]=[N:9][NH:10][C:11]=4[CH3:12])[S:4][C:3]=3[C:13](=[O:14])[NH:15]2)[CH2:19][CH2:18]1. The yield is 0.390.